This data is from Reaction yield outcomes from USPTO patents with 853,638 reactions. The task is: Predict the reaction yield, written as a fraction of the theoretical maximum amount of product (1.0 means a 100% yield; for example, 0.34 means a 34% yield). (1) The catalyst is CO. The reactants are C[N:2](C)[CH:3]=[CH:4][C:5]([C:7]1[C:12](=[O:13])[CH:11]=[CH:10][N:9]([C:14]2[CH:19]=[CH:18][C:17]([O:20][CH3:21])=[CH:16][CH:15]=2)[N:8]=1)=O.[C:23]1([NH:29]N)[CH:28]=[CH:27][CH:26]=[CH:25][CH:24]=1. The yield is 0.170. The product is [CH3:21][O:20][C:17]1[CH:18]=[CH:19][C:14]([N:9]2[CH:10]=[CH:11][C:12](=[O:13])[C:7]([C:5]3[N:29]([C:23]4[CH:28]=[CH:27][CH:26]=[CH:25][CH:24]=4)[N:2]=[CH:3][CH:4]=3)=[N:8]2)=[CH:15][CH:16]=1. (2) The reactants are O=[CH:2][CH2:3][C:4]([CH:6]1[CH2:10][CH2:9][CH2:8][N:7]1[C:11]([O:13]C(C)(C)C)=O)=O.C([C:20]1[CH:25]=[CH:24][C:23]([S:26]([NH:29][CH2:30][C:31]2[O:32][CH:33]=[CH:34][CH:35]=2)(=[O:28])=[O:27])=[CH:22][CH:21]=1)=O.N1CCCCC1.C(OC)(OC)OC.[NH2:49]/[C:50](/[CH2:57][CH2:58][C:59]1[CH:64]=[CH:63][C:62]([C:65]([F:68])([F:67])[F:66])=[CH:61][CH:60]=1)=[CH:51]\[C:52]([O:54][CH2:55][CH3:56])=[O:53].C(C1C(=O)C(Cl)=C(Cl)C(=O)C=1C#N)#N. The catalyst is CN(C=O)C.CC(O)=O. The product is [O:32]1[CH:33]=[CH:34][CH:35]=[C:31]1[CH2:30][NH:29][S:26]([C:23]1[CH:22]=[CH:21][C:20]([C:2]2[C:3]3[C:11](=[O:13])[N:7]4[C@H:6]([C:4]=3[N:49]=[C:50]([CH2:57][CH2:58][C:59]3[CH:60]=[CH:61][C:62]([C:65]([F:66])([F:67])[F:68])=[CH:63][CH:64]=3)[C:51]=2[C:52]([O:54][CH2:55][CH3:56])=[O:53])[CH2:10][CH2:9][CH2:8]4)=[CH:25][CH:24]=1)(=[O:27])=[O:28]. The yield is 1.00. (3) The reactants are [Cl:1][C:2]1[CH:3]=[CH:4][C:5]([O:23][CH3:24])=[C:6]([S:8]([N:11]2[C:15]3[CH:16]=[C:17]([C:20]([OH:22])=O)[CH:18]=[CH:19][C:14]=3[O:13][CH2:12]2)(=[O:10])=[O:9])[CH:7]=1.[NH2:25][C:26]1[CH:36]=[CH:35][C:29]([C:30]([O:32][CH2:33][CH3:34])=[O:31])=[C:28]([Cl:37])[CH:27]=1.CN1CCOCC1.F[P-](F)(F)(F)(F)F.N1(OC(N(C)C)=[N+](C)C)C2N=CC=CC=2N=N1. The catalyst is CN(C)C=O.CN(C)C1C=CN=CC=1. The product is [CH2:33]([O:32][C:30](=[O:31])[C:29]1[CH:35]=[CH:36][C:26]([NH:25][C:20]([C:17]2[CH:18]=[CH:19][C:14]3[O:13][CH2:12][N:11]([S:8]([C:6]4[CH:7]=[C:2]([Cl:1])[CH:3]=[CH:4][C:5]=4[O:23][CH3:24])(=[O:9])=[O:10])[C:15]=3[CH:16]=2)=[O:22])=[CH:27][C:28]=1[Cl:37])[CH3:34]. The yield is 0.570. (4) The reactants are [C:1]([N:4]1[CH2:9][CH2:8][N:7]([CH2:10][CH2:11][O:12][C:13]2[CH:22]=[C:21]3[C:16]([C:17](Cl)=[N:18][CH:19]=[N:20]3)=[C:15]([O:24][CH:25]([CH3:27])[CH3:26])[CH:14]=2)[CH2:6][CH2:5]1)(=[O:3])[CH3:2].[NH2:28][C:29]1[CH:34]=[CH:33][N:32]=[C:31]2[O:35][CH2:36][O:37][C:30]=12. No catalyst specified. The product is [C:1]([N:4]1[CH2:9][CH2:8][N:7]([CH2:10][CH2:11][O:12][C:13]2[CH:22]=[C:21]3[C:16]([C:17]([NH:28][C:29]4[CH:34]=[CH:33][N:32]=[C:31]5[O:35][CH2:36][O:37][C:30]=45)=[N:18][CH:19]=[N:20]3)=[C:15]([O:24][CH:25]([CH3:27])[CH3:26])[CH:14]=2)[CH2:6][CH2:5]1)(=[O:3])[CH3:2]. The yield is 0.550.